Dataset: Reaction yield outcomes from USPTO patents with 853,638 reactions. Task: Predict the reaction yield, written as a fraction of the theoretical maximum amount of product (1.0 means a 100% yield; for example, 0.34 means a 34% yield). (1) The reactants are Cl.[O:2]=[C:3]1[NH:12][C:11]2[N:10]=[CH:9][C:8](/[CH:13]=[CH:14]/[C:15]([OH:17])=O)=[CH:7][C:6]=2[CH2:5][CH2:4]1.[CH3:18][NH:19][CH2:20][C:21]1[O:22][C:23]2[CH:29]=[CH:28][CH:27]=[CH:26][C:24]=2[CH:25]=1.CC1NC2C(C=1CNC)=CC=CC=2. No catalyst specified. The product is [O:22]1[C:23]2[CH:29]=[CH:28][CH:27]=[CH:26][C:24]=2[CH:25]=[C:21]1[CH2:20][N:19]([CH3:18])[C:15](=[O:17])/[CH:14]=[CH:13]/[C:8]1[CH:9]=[N:10][C:11]2[NH:12][C:3](=[O:2])[CH2:4][CH2:5][C:6]=2[CH:7]=1. The yield is 0.900. (2) The reactants are [Li+].CC([N-]C(C)C)C.[CH2:9]([O:11][C:12](=[O:21])[CH:13]([C:15]1[CH:20]=[CH:19][CH:18]=[CH:17][CH:16]=1)[CH3:14])[CH3:10].Br[CH2:23][CH2:24][CH2:25][CH2:26][CH2:27][Br:28].[NH4+].[Cl-]. The catalyst is C1COCC1.CN1C(=O)N(C)CCC1. The product is [Br:28][CH2:27][CH2:26][CH2:25][CH2:24][CH2:23][C:13]([CH3:14])([C:15]1[CH:20]=[CH:19][CH:18]=[CH:17][CH:16]=1)[C:12]([O:11][CH2:9][CH3:10])=[O:21]. The yield is 0.580. (3) The reactants are [NH2:1][C:2]1[S:3][C:4]2[N:5]=[C:6]([N:11]([CH3:32])[C:12]3[CH:13]=[C:14]([NH:18][C:19](=[O:31])[C:20]4[CH:25]=[CH:24][CH:23]=[C:22]([C:26]([C:29]#[N:30])([CH3:28])[CH3:27])[CH:21]=4)[CH:15]=[CH:16][CH:17]=3)[N:7]=[CH:8][C:9]=2[N:10]=1.[CH:33]1([C:36](Cl)=[O:37])[CH2:35][CH2:34]1.C(=O)([O-])O.[Na+]. The catalyst is CN(C)C(=O)C. The product is [C:29]([C:26]([C:22]1[CH:21]=[C:20]([CH:25]=[CH:24][CH:23]=1)[C:19]([NH:18][C:14]1[CH:15]=[CH:16][CH:17]=[C:12]([N:11]([C:6]2[N:7]=[CH:8][C:9]3[N:10]=[C:2]([NH:1][C:36]([CH:33]4[CH2:35][CH2:34]4)=[O:37])[S:3][C:4]=3[N:5]=2)[CH3:32])[CH:13]=1)=[O:31])([CH3:27])[CH3:28])#[N:30]. The yield is 0.680. (4) The reactants are [NH:1]1[CH2:6][CH2:5][CH:4]([OH:7])[CH2:3][CH2:2]1.[O:8]1[CH2:11][CH2:10][C:9]1=O.C(O[BH-](OC(=O)C)OC(=O)C)(=O)C.[Na+]. The catalyst is ClCCCl. The product is [O:8]1[CH2:11][CH:10]([N:1]2[CH2:6][CH2:5][CH:4]([OH:7])[CH2:3][CH2:2]2)[CH2:9]1. The yield is 0.520.